From a dataset of Merck oncology drug combination screen with 23,052 pairs across 39 cell lines. Regression. Given two drug SMILES strings and cell line genomic features, predict the synergy score measuring deviation from expected non-interaction effect. (1) Drug 1: CC1(c2nc3c(C(N)=O)cccc3[nH]2)CCCN1. Drug 2: CNC(=O)c1cc(Oc2ccc(NC(=O)Nc3ccc(Cl)c(C(F)(F)F)c3)cc2)ccn1. Cell line: RKO. Synergy scores: synergy=24.4. (2) Drug 1: CN(C)C(=N)N=C(N)N. Drug 2: N#Cc1ccc(Cn2cncc2CN2CCN(c3cccc(Cl)c3)C(=O)C2)cc1. Cell line: ES2. Synergy scores: synergy=4.08. (3) Drug 1: CCC1(O)CC2CN(CCc3c([nH]c4ccccc34)C(C(=O)OC)(c3cc4c(cc3OC)N(C)C3C(O)(C(=O)OC)C(OC(C)=O)C5(CC)C=CCN6CCC43C65)C2)C1. Drug 2: O=C(NOCC(O)CO)c1ccc(F)c(F)c1Nc1ccc(I)cc1F. Cell line: A2780. Synergy scores: synergy=10.9. (4) Drug 1: Cn1c(=O)n(-c2ccc(C(C)(C)C#N)cc2)c2c3cc(-c4cnc5ccccc5c4)ccc3ncc21. Drug 2: Cn1cc(-c2cnn3c(N)c(Br)c(C4CCCNC4)nc23)cn1. Cell line: HCT116. Synergy scores: synergy=24.5. (5) Drug 1: O=C(O)C1(Cc2cccc(Nc3nccs3)n2)CCC(Oc2cccc(Cl)c2F)CC1. Drug 2: NC1CCCCC1N.O=C(O)C(=O)O.[Pt+2]. Cell line: OVCAR3. Synergy scores: synergy=8.21.